From a dataset of Full USPTO retrosynthesis dataset with 1.9M reactions from patents (1976-2016). Predict the reactants needed to synthesize the given product. (1) Given the product [N:13]1([C:38]([C@@H:34]2[O:35][CH2:36][CH2:37][N:32]([C:30]([O:29][C:25]([CH3:26])([CH3:27])[CH3:28])=[O:31])[CH2:33]2)=[O:40])[CH2:14][CH2:15][CH2:16][CH2:11]1, predict the reactants needed to synthesize it. The reactants are: F[P-](F)(F)(F)(F)F.N1(OC(N(C)C)=[N+](C)C)C2[N:13]=[CH:14][CH:15]=[CH:16][C:11]=2N=N1.[C:25]([O:29][C:30]([N:32]1[CH2:37][CH2:36][O:35][C@@H:34]([C:38]([OH:40])=O)[CH2:33]1)=[O:31])([CH3:28])([CH3:27])[CH3:26].C(N(C(C)C)CC)(C)C.N1CCCC1. (2) Given the product [CH:1]1([CH2:4][N:6]2[CH2:7][CH2:8][N:9]([C:12]3[CH:13]=[C:14]([C:18]4[N:22]([CH3:23])[C:21]5[CH:24]=[CH:25][CH:26]=[CH:27][C:20]=5[N:19]=4)[CH:15]=[CH:16][CH:17]=3)[CH2:10][CH2:11]2)[CH2:3][CH2:2]1, predict the reactants needed to synthesize it. The reactants are: [CH:1]1([C:4]([N:6]2[CH2:11][CH2:10][N:9]([C:12]3[CH:17]=[CH:16][CH:15]=[C:14]([C:18]4[N:22]([CH3:23])[C:21]5[CH:24]=[CH:25][CH:26]=[CH:27][C:20]=5[N:19]=4)[CH:13]=3)[CH2:8][CH2:7]2)=O)[CH2:3][CH2:2]1.S(C)C. (3) Given the product [I:20][C:2]1[CH:3]=[C:4]([CH:9]=[C:10]([N+:13]([O-:15])=[O:14])[C:11]=1[CH3:12])[C:5]([O:7][CH3:8])=[O:6], predict the reactants needed to synthesize it. The reactants are: N[C:2]1[CH:3]=[C:4]([CH:9]=[C:10]([N+:13]([O-:15])=[O:14])[C:11]=1[CH3:12])[C:5]([O:7][CH3:8])=[O:6].N([O-])=O.[Na+].[I-:20].[K+]. (4) The reactants are: [CH3:1][O:2][C:3]1[CH:31]=[N:30][C:6]2[N:7]([C:12]([NH:14][CH:15]([C:19]3[CH:24]=[CH:23][C:22]([O:25][C:26]([F:29])([F:28])[F:27])=[CH:21][CH:20]=3)[CH2:16][O:17][CH3:18])=[O:13])[CH2:8][C:9](=[O:11])[NH:10][C:5]=2[CH:4]=1.C(=O)=O.CO. Given the product [CH3:1][O:2][C:3]1[CH:31]=[N:30][C:6]2[N:7]([C:12]([NH:14][C@H:15]([C:19]3[CH:24]=[CH:23][C:22]([O:25][C:26]([F:29])([F:27])[F:28])=[CH:21][CH:20]=3)[CH2:16][O:17][CH3:18])=[O:13])[CH2:8][C:9](=[O:11])[NH:10][C:5]=2[CH:4]=1, predict the reactants needed to synthesize it. (5) Given the product [ClH:20].[CH3:17][O:16][C:12]1[CH:11]=[C:10]2[C:15](=[CH:14][CH:13]=1)[CH:1]=[N:3][CH2:4][CH:5]2[C:6]([O:8][CH3:9])=[O:7], predict the reactants needed to synthesize it. The reactants are: [CH:1]([NH:3][CH2:4][CH:5]([C:10]1[CH:15]=[CH:14][CH:13]=[C:12]([O:16][CH3:17])[CH:11]=1)[C:6]([O:8][CH3:9])=[O:7])=O.P(Cl)(Cl)([Cl:20])=O.CO. (6) Given the product [CH:10]1[C:11]([C@H:12]2[C@H:17]([CH2:18][O:19][C:20]3[CH:21]=[CH:22][C:23]4[O:28][CH2:27][O:26][C:24]=4[CH:25]=3)[CH2:16][NH:15][CH2:14][CH2:13]2)=[CH:6][CH:7]=[C:8]([F:29])[CH:9]=1, predict the reactants needed to synthesize it. The reactants are: CS(O)(=O)=O.[CH:6]1[C:11]([C@H:12]2[C@H:17]([CH2:18][O:19][C:20]3[CH:21]=[CH:22][C:23]4[O:28][CH2:27][O:26][C:24]=4[CH:25]=3)[CH2:16][NH:15][CH2:14][CH2:13]2)=[CH:10][CH:9]=[C:8]([F:29])[CH:7]=1.C(OCC)(=O)C.